This data is from CYP2D6 inhibition data for predicting drug metabolism from PubChem BioAssay. The task is: Regression/Classification. Given a drug SMILES string, predict its absorption, distribution, metabolism, or excretion properties. Task type varies by dataset: regression for continuous measurements (e.g., permeability, clearance, half-life) or binary classification for categorical outcomes (e.g., BBB penetration, CYP inhibition). Dataset: cyp2d6_veith. (1) The drug is CC(C)Oc1ccc(CSC(=N)N)cc1.Cl. The result is 1 (inhibitor). (2) The drug is Cc1ccccc1-c1nccc(NCc2cccs2)n1. The result is 1 (inhibitor). (3) The molecule is Cc1ccc2c(c1)NC(=O)c1cccnc1N2. The result is 0 (non-inhibitor). (4) The result is 1 (inhibitor). The drug is C[C@@H](C(=O)Nc1ccc2ccccc2c1)[C@H]1C[C@]1(C)[C@H](NS(=O)(=O)c1ccc2ccccc2c1)c1ccccc1. (5) The compound is COCCn1c(Cc2ccccc2)nnc1SCc1nc2ccccc2c(=O)[nH]1. The result is 0 (non-inhibitor).